From a dataset of Reaction yield outcomes from USPTO patents with 853,638 reactions. Predict the reaction yield, written as a fraction of the theoretical maximum amount of product (1.0 means a 100% yield; for example, 0.34 means a 34% yield). (1) The reactants are [CH2:1]([O:3][C:4]([C:6]1[N:7]([CH2:11][O:12][CH2:13][CH2:14][Si:15]([CH3:18])([CH3:17])[CH3:16])[CH:8]=[CH:9][N:10]=1)=[O:5])[CH3:2].C1C(=O)N([Br:26])C(=O)C1. The catalyst is CC#N. The product is [CH2:1]([O:3][C:4]([C:6]1[N:7]([CH2:11][O:12][CH2:13][CH2:14][Si:15]([CH3:17])([CH3:16])[CH3:18])[CH:8]=[C:9]([Br:26])[N:10]=1)=[O:5])[CH3:2]. The yield is 0.390. (2) The reactants are S(O)(O)(=O)=[O:2].[CH3:6][S:7][C:8](=[NH:10])[NH2:9].N1C=CC=CC=1.Cl[C:18](=[O:23])[C:19]([O:21][CH3:22])=[O:20].[C:24]([O:27][CH2:28]C)(=[O:26])[CH3:25]. The catalyst is ClCCl. The product is [CH3:22][O:21][C:19](=[O:20])[C:18]([NH:10]/[C:8](=[N:9]/[C:25](=[O:2])[C:24]([O:27][CH3:28])=[O:26])/[S:7][CH3:6])=[O:23]. The yield is 0.310. (3) The reactants are C([O:3][C:4](=[O:31])[CH2:5][C:6]([NH:8][C:9]1[CH:14]=[C:13]([Br:15])[C:12]([O:16][C:17]2[CH:22]=[C:21]([CH:23]([CH3:25])[CH3:24])[C:20]([OH:26])=[C:19]([CH2:27][CH3:28])[CH:18]=2)=[C:11]([Br:29])[C:10]=1[CH3:30])=[O:7])C.[Li+].[OH-].Cl. The catalyst is C1COCC1. The product is [Br:29][C:11]1[C:10]([CH3:30])=[C:9]([NH:8][C:6](=[O:7])[CH2:5][C:4]([OH:31])=[O:3])[CH:14]=[C:13]([Br:15])[C:12]=1[O:16][C:17]1[CH:22]=[C:21]([CH:23]([CH3:25])[CH3:24])[C:20]([OH:26])=[C:19]([CH2:27][CH3:28])[CH:18]=1. The yield is 0.410. (4) The reactants are [Br:1][C:2]1[CH:10]=[CH:9][C:5]([C:6]([OH:8])=[O:7])=[C:4]([CH3:11])[CH:3]=1.S(=O)(=O)(O)O.[CH3:17]O. No catalyst specified. The product is [Br:1][C:2]1[CH:10]=[CH:9][C:5]([C:6]([O:8][CH3:17])=[O:7])=[C:4]([CH3:11])[CH:3]=1. The yield is 0.970. (5) The reactants are [Cl:1][C:2]1[CH:7]=[CH:6][C:5]([S:8]([N:11]([CH2:25][C:26]2[CH:35]=[CH:34][C:29]([C:30]([O:32]C)=[O:31])=[CH:28][CH:27]=2)[CH:12]([C:15]2[CH:20]=[CH:19][C:18]([C:21]([F:24])([F:23])[F:22])=[CH:17][CH:16]=2)[CH2:13][CH3:14])(=[O:10])=[O:9])=[CH:4][CH:3]=1.[OH-].[K+]. The catalyst is CO. The product is [Cl:1][C:2]1[CH:3]=[CH:4][C:5]([S:8]([N:11]([CH2:25][C:26]2[CH:27]=[CH:28][C:29]([C:30]([OH:32])=[O:31])=[CH:34][CH:35]=2)[CH:12]([C:15]2[CH:20]=[CH:19][C:18]([C:21]([F:23])([F:24])[F:22])=[CH:17][CH:16]=2)[CH2:13][CH3:14])(=[O:10])=[O:9])=[CH:6][CH:7]=1. The yield is 0.650.